The task is: Binary Classification. Given a miRNA mature sequence and a target amino acid sequence, predict their likelihood of interaction.. This data is from Experimentally validated miRNA-target interactions with 360,000+ pairs, plus equal number of negative samples. The miRNA is hsa-miR-6838-5p with sequence AAGCAGCAGUGGCAAGACUCCU. The protein sequence of the target gene is MGVPTALEAGSWRWGSLLFALFLAASLGPVAAFKVATPYSLYVCPEGQNVTLTCRLLGPVDKGHDVTFYKTWYRSSRGEVQTCSERRPIRNLTFQDLHLHHGGHQAANTSHDLAQRHGLESASDHHGNFSITMRNLTLLDSGLYCCLVVEIRHHHSEHRVHGAMELQVQTGKDAPSNCVVYPSSSQDSENITAAALATGACIVGILCLPLILLLVYKQRQAASNRRAQELVRMDSNIQGIENPGFEASPPAQGIPEAKVRHPLSYVAQRQPSESGRHLLSEPSTPLSPPGPGDVFFPSLD.... Result: 1 (interaction).